This data is from Full USPTO retrosynthesis dataset with 1.9M reactions from patents (1976-2016). The task is: Predict the reactants needed to synthesize the given product. (1) Given the product [CH2:32]([NH:1][CH2:2][C:3]1[CH:4]=[CH:5][C:6]([C:9]2[C:17]3[C:16]([NH2:18])=[N:15][CH:14]=[N:13][C:12]=3[N:11]([C@H:19]3[CH2:24][CH2:23][C@@H:22]([N:25]4[CH2:26][CH2:27][N:28]([CH3:31])[CH2:29][CH2:30]4)[CH2:21][CH2:20]3)[CH:10]=2)=[CH:7][CH:8]=1)[C:33]1[CH:38]=[CH:37][CH:36]=[CH:35][CH:34]=1, predict the reactants needed to synthesize it. The reactants are: [NH2:1][CH2:2][C:3]1[CH:8]=[CH:7][C:6]([C:9]2[C:17]3[C:16]([NH2:18])=[N:15][CH:14]=[N:13][C:12]=3[N:11]([C@H:19]3[CH2:24][CH2:23][C@@H:22]([N:25]4[CH2:30][CH2:29][N:28]([CH3:31])[CH2:27][CH2:26]4)[CH2:21][CH2:20]3)[CH:10]=2)=[CH:5][CH:4]=1.[CH:32](=O)[C:33]1[CH:38]=[CH:37][CH:36]=[CH:35][CH:34]=1.C(O)(=O)C.C(O[BH-](OC(=O)C)OC(=O)C)(=O)C.[Na+].[BH4-].[Na+]. (2) The reactants are: [N:1]1([CH2:7][CH2:8][CH2:9][O:10][C:11]2[S:19][C:14]3[CH2:15][NH:16][CH2:17][CH2:18][C:13]=3[CH:12]=2)[CH2:6][CH2:5][CH2:4][CH2:3]C1.C(N1CCC2=CC(=O)SC2C1)(C1C=CC=CC=1)(C1C=CC=CC=1)C1C=CC=CC=1. Given the product [N:1]1([CH2:7][CH2:8][CH2:9][O:10][C:11]2[S:19][C:14]3[CH2:15][NH:16][CH2:17][CH2:18][C:13]=3[CH:12]=2)[CH2:3][CH2:4][CH2:5][CH2:6]1, predict the reactants needed to synthesize it.